Predict the reactants needed to synthesize the given product. From a dataset of Full USPTO retrosynthesis dataset with 1.9M reactions from patents (1976-2016). (1) Given the product [OH:1][CH2:2][CH:3]1[CH:8]2[O:9][CH:5]([CH2:6][CH2:7]2)[CH:4]1[CH2:10][C:11]1[CH:16]=[C:15]([F:17])[CH:14]=[CH:13][C:12]=1[O:18][CH2:21][C:22]1[CH:27]=[CH:26][CH:25]=[CH:24][CH:23]=1, predict the reactants needed to synthesize it. The reactants are: [OH:1][CH2:2][CH:3]1[CH:8]2[O:9][CH:5]([CH2:6][CH2:7]2)[CH:4]1[CH2:10][C:11]1[CH:16]=[C:15]([F:17])[CH:14]=[CH:13][C:12]=1[OH:18].[OH-].[K+].[CH2:21](Br)[C:22]1[CH:27]=[CH:26][CH:25]=[CH:24][CH:23]=1. (2) Given the product [C:32]([N:36]1[CH2:41][CH2:40][N:39]([C:20]2[S:21][C:17](=[CH:16][C:12]3[CH:11]=[C:10]4[C:15](=[CH:14][CH:13]=3)[N:7]([CH2:6][C:5]3[CH:26]=[CH:27][C:2]([Cl:1])=[CH:3][C:4]=3[C:28]([F:31])([F:29])[F:30])[N:8]=[CH:9]4)[C:18](=[O:25])[N:19]=2)[CH2:38][CH2:37]1)([CH3:35])([CH3:34])[CH3:33], predict the reactants needed to synthesize it. The reactants are: [Cl:1][C:2]1[CH:27]=[CH:26][C:5]([CH2:6][N:7]2[C:15]3[C:10](=[CH:11][C:12]([CH:16]=[C:17]4[S:21][C:20](SCC)=[N:19][C:18]4=[O:25])=[CH:13][CH:14]=3)[CH:9]=[N:8]2)=[C:4]([C:28]([F:31])([F:30])[F:29])[CH:3]=1.[C:32]([N:36]1[CH2:41][CH2:40][NH:39][CH2:38][CH2:37]1)([CH3:35])([CH3:34])[CH3:33]. (3) Given the product [CH3:1][O:2][CH2:3][CH2:4][O:5][CH2:6][CH2:7][O:8][CH2:9][CH2:10][O:11][CH2:12][CH2:13][O:14][CH2:15][CH2:16][O:17][CH2:18][CH2:19][O:20][CH2:21][CH2:22][O:23][CH2:24][CH2:25][NH:26][C:27]([C@@H:29]1[CH2:33][CH2:32][CH2:31][N:30]1[CH2:34][CH2:35][N:36]([CH3:79])[C:37](=[O:78])[C:38]1[CH:77]=[CH:76][CH:75]=[C:40]([C:41]([NH:43][C:44]2[CH:49]=[CH:48][C:47]([N:50]([CH2:55][CH3:54])[CH2:51][CH3:52])=[CH:46][C:45]=2[C:56]2[CH:61]=[C:60]([C:62](=[O:74])[NH:63][C@@H:64]3[C:73]4[C:68](=[CH:69][CH:70]=[CH:71][CH:72]=4)[CH2:67][CH2:66][CH2:65]3)[CH:59]=[CH:58][N:57]=2)=[O:42])[CH:39]=1)=[O:28], predict the reactants needed to synthesize it. The reactants are: [CH3:1][O:2][CH2:3][CH2:4][O:5][CH2:6][CH2:7][O:8][CH2:9][CH2:10][O:11][CH2:12][CH2:13][O:14][CH2:15][CH2:16][O:17][CH2:18][CH2:19][O:20][CH2:21][CH2:22][O:23][CH2:24][CH2:25][NH:26][C:27]([C@@H:29]1[CH2:33][CH2:32][CH2:31][N:30]1[CH2:34][CH2:35][N:36]([CH3:79])[C:37](=[O:78])[C:38]1[CH:77]=[CH:76][CH:75]=[C:40]([C:41]([NH:43][C:44]2[CH:49]=[CH:48][C:47]([N:50]3[CH2:55][CH2:54]C[CH2:52][CH2:51]3)=[CH:46][C:45]=2[C:56]2[CH:61]=[C:60]([C:62](=[O:74])[NH:63][C@@H:64]3[C:73]4[C:68](=[CH:69][CH:70]=[CH:71][CH:72]=4)[CH2:67][CH2:66][CH2:65]3)[CH:59]=[CH:58][N:57]=2)=[O:42])[CH:39]=1)=[O:28].C(N(CC)C1C=CC(NC(=O)C2C=CC=C(C(N(C)CC=O)=O)C=2)=C(C2C=C(C(=O)NC3C4C(=CC=CC=4)CCC3)C=CN=2)C=1)C.C(N)(=O)C1C=CC=C(C(N)=O)C=1. (4) Given the product [N:3]1[C:2]([CH:28]2[CH2:29][CH:27]2[CH2:26][N:19]2[CH2:18][C:17]3[C:21](=[CH:22][CH:23]=[CH:24][C:16]=3[C:12]3[O:11][CH:15]=[CH:14][N:13]=3)[C:20]2=[O:25])=[CH:10][N:5]2[CH:6]=[CH:7][CH:8]=[CH:9][C:4]=12, predict the reactants needed to synthesize it. The reactants are: Br[C:2]1[N:3]=[C:4]2[CH:9]=[CH:8][CH:7]=[CH:6][N:5]2[CH:10]=1.[O:11]1[CH:15]=[CH:14][N:13]=[C:12]1[C:16]1[CH:24]=[CH:23][CH:22]=[C:21]2[C:17]=1[CH2:18][N:19]([CH2:26][CH:27]1[CH2:29][CH:28]1B(O)O)[C:20]2=[O:25].C(P(C12CC3CC(CC(C3)C1)C2)C12CC3CC(CC(C3)C1)C2)CCC.C(=O)([O-])[O-].[Cs+].[Cs+]. (5) Given the product [CH3:13][O:12][C:1](=[O:11])[C:2]1[CH:10]=[CH:9][CH:8]=[C:4]([C:5]([NH:18][CH2:17][CH:16]([O:19][CH3:20])[O:15][CH3:14])=[O:7])[CH:3]=1, predict the reactants needed to synthesize it. The reactants are: [C:1]([O:12][CH3:13])(=[O:11])[C:2]1[CH:10]=[CH:9][CH:8]=[C:4]([C:5]([O-:7])=O)[CH:3]=1.[CH3:14][O:15][CH:16]([O:19][CH3:20])[CH2:17][NH2:18].CCN=C=NCCCN(C)C.CCN(C(C)C)C(C)C.